Dataset: Experimentally validated miRNA-target interactions with 360,000+ pairs, plus equal number of negative samples. Task: Binary Classification. Given a miRNA mature sequence and a target amino acid sequence, predict their likelihood of interaction. The miRNA is hsa-miR-302f with sequence UAAUUGCUUCCAUGUUU. The protein sequence of the target gene is MPASWTSPQKSSALAPEDHGSSYEGSVSFRDVAIDFSREEWRHLDLSQRNLYRDVMLETYSHLLSVGYQVPKPEVVMLEQGKEPWALQGERPRHSCPGEKLWDHNQHRKIIGYKPASSQDQKIYSGEKSYECAEFGKSFTWKSQFKVHLKVPTGEKLYVCIECGRAFVQKPEFITHQKTHMREKPYKCNECGKSFFQVSSLFRHHRIHTGEKLYECSECGKGFPYNSDLSIHEKIHTGERHHECTDCGKAFTQKSTLKIHQKIHTGERSYICIECGQAFIQKTQLIAHRRIHSGEKPYEC.... Result: 1 (interaction).